Dataset: Peptide-MHC class I binding affinity with 185,985 pairs from IEDB/IMGT. Task: Regression. Given a peptide amino acid sequence and an MHC pseudo amino acid sequence, predict their binding affinity value. This is MHC class I binding data. (1) The peptide sequence is MERFNCSSF. The MHC is HLA-B15:01 with pseudo-sequence HLA-B15:01. The binding affinity (normalized) is 0.955. (2) The peptide sequence is LTAAVLLLI. The MHC is HLA-B58:01 with pseudo-sequence HLA-B58:01. The binding affinity (normalized) is 0.775. (3) The peptide sequence is KAEVHTFYY. The MHC is HLA-A01:01 with pseudo-sequence HLA-A01:01. The binding affinity (normalized) is 0.496. (4) The peptide sequence is EIITGNKVKT. The MHC is HLA-A02:02 with pseudo-sequence HLA-A02:02. The binding affinity (normalized) is 0. (5) The MHC is HLA-A68:02 with pseudo-sequence HLA-A68:02. The binding affinity (normalized) is 0.0847. The peptide sequence is HFIYHKREK. (6) The peptide sequence is PYPDPSRIL. The MHC is HLA-A26:01 with pseudo-sequence HLA-A26:01. The binding affinity (normalized) is 0. (7) The peptide sequence is RRRKGWIPL. The MHC is HLA-B27:05 with pseudo-sequence HLA-B27:05. The binding affinity (normalized) is 0.590. (8) The peptide sequence is SEYRHYCYSL. The MHC is Mamu-A11 with pseudo-sequence Mamu-A11. The binding affinity (normalized) is 0.857.